Dataset: Full USPTO retrosynthesis dataset with 1.9M reactions from patents (1976-2016). Task: Predict the reactants needed to synthesize the given product. (1) Given the product [CH:27]1([N:26]([CH2:25][CH:24]([O:33][CH3:34])[O:23][CH3:22])[C:10](=[O:12])[CH2:9][CH2:8][O:7][CH2:6][CH2:5][C:4]2[CH:13]=[C:14]([C:16]3[CH:17]=[N:18][N:19]([CH3:21])[CH:20]=3)[CH:15]=[C:2]([F:1])[CH:3]=2)[CH2:32][CH2:31][CH2:30][CH2:29][CH2:28]1, predict the reactants needed to synthesize it. The reactants are: [F:1][C:2]1[CH:3]=[C:4]([CH:13]=[C:14]([C:16]2[CH:17]=[N:18][N:19]([CH3:21])[CH:20]=2)[CH:15]=1)[CH2:5][CH2:6][O:7][CH2:8][CH2:9][C:10]([OH:12])=O.[CH3:22][O:23][CH:24]([O:33][CH3:34])[CH2:25][NH:26][CH:27]1[CH2:32][CH2:31][CH2:30][CH2:29][CH2:28]1. (2) Given the product [NH2:1][C:2]1[C:11]2[N:12]=[C:13]([CH2:15][CH3:16])[S:14][C:10]=2[C:9]2[CH:8]=[CH:7][C:6]([O:17][CH2:30][C:31]([C:33]3[CH:37]=[CH:36][S:35][CH:34]=3)=[O:32])=[CH:5][C:4]=2[N:3]=1, predict the reactants needed to synthesize it. The reactants are: [NH2:1][C:2]1[C:11]2[N:12]=[C:13]([CH2:15][CH3:16])[S:14][C:10]=2[C:9]2[CH:8]=[CH:7][C:6]([OH:17])=[CH:5][C:4]=2[N:3]=1.C(=O)([O-])[O-].[Cs+].[Cs+].CN(C=O)C.Br[CH2:30][C:31]([C:33]1[CH:37]=[CH:36][S:35][CH:34]=1)=[O:32]. (3) Given the product [CH3:30][O:31][C:32](=[O:37])[C:33]([O:22][C:5]1[CH:4]=[CH:3][C:2]([Cl:1])=[C:11]2[C:6]=1[C:7]([CH3:21])=[C:8]([CH2:13][C:14]1[CH:19]=[CH:18][C:17]([Cl:20])=[CH:16][CH:15]=1)[C:9](=[O:12])[NH:10]2)([CH3:35])[CH3:34], predict the reactants needed to synthesize it. The reactants are: [Cl:1][C:2]1[CH:3]=[CH:4][C:5]([OH:22])=[C:6]2[C:11]=1[NH:10][C:9](=[O:12])[C:8]([CH2:13][C:14]1[CH:19]=[CH:18][C:17]([Cl:20])=[CH:16][CH:15]=1)=[C:7]2[CH3:21].CN(C)C=O.[H-].[Na+].[CH3:30][O:31][C:32](=[O:37])[C:33](Br)([CH3:35])[CH3:34]. (4) Given the product [C:16]([O:20][C:21]([N:23]1[CH2:24][CH2:25][CH:26]([C:29]([N:39]2[CH2:38][CH2:37][C:36]3[C:41](=[CH:42][C:43]([O:44][CH3:45])=[C:34]([O:33][CH3:32])[CH:35]=3)[CH2:40]2)=[O:31])[CH2:27][CH2:28]1)=[O:22])([CH3:17])([CH3:18])[CH3:19], predict the reactants needed to synthesize it. The reactants are: C1CCC(N=C=NC2CCCCC2)CC1.[C:16]([O:20][C:21]([N:23]1[CH2:28][CH2:27][CH:26]([C:29]([OH:31])=O)[CH2:25][CH2:24]1)=[O:22])([CH3:19])([CH3:18])[CH3:17].[CH3:32][O:33][C:34]1[CH:35]=[C:36]2[C:41](=[CH:42][C:43]=1[O:44][CH3:45])[CH2:40][NH:39][CH2:38][CH2:37]2.C1(NC(N)=O)CCCCC1. (5) Given the product [CH2:11]([O:1][C:2]1[CH:9]=[CH:8][CH:7]=[CH:6][C:3]=1[C:4]#[N:5])[CH:12]([CH3:14])[CH3:13], predict the reactants needed to synthesize it. The reactants are: [OH:1][C:2]1[CH:9]=[CH:8][CH:7]=[CH:6][C:3]=1[C:4]#[N:5].Br[CH2:11][CH:12]([CH3:14])[CH3:13].C(=O)([O-])[O-].[K+].[K+]. (6) Given the product [Cl:1][C:2]1[N:10]=[C:9]2[C:5]([N:6]=[C:7]([CH2:17][N:38]3[CH2:43][CH2:42][CH:41]([N:44]([CH3:46])[CH3:45])[CH2:40][CH2:39]3)[N:8]2[CH:11]2[CH2:16][CH2:15][CH2:14][CH2:13][O:12]2)=[C:4]([N:19]2[CH2:20][CH2:21][O:22][CH2:23][CH2:24]2)[N:3]=1, predict the reactants needed to synthesize it. The reactants are: [Cl:1][C:2]1[N:10]=[C:9]2[C:5]([N:6]=[C:7]([CH:17]=O)[N:8]2[CH:11]2[CH2:16][CH2:15][CH2:14][CH2:13][O:12]2)=[C:4]([N:19]2[CH2:24][CH2:23][O:22][CH2:21][CH2:20]2)[N:3]=1.ClC1N=C2C(N=C(C[N:38]3[CH2:43][CH2:42][CH:41]([N:44]([CH3:46])[CH3:45])[CH2:40][CH2:39]3)N2CC)=C(N2CCOCC2)N=1. (7) Given the product [CH3:13][O:12][C:11]1[C:2]([NH:1][C:25]([NH:24][C:14]2[C:23]3[C:18](=[CH:19][CH:20]=[CH:21][CH:22]=3)[CH:17]=[CH:16][CH:15]=2)=[O:26])=[CH:3][C:4]2[C:9]([CH:10]=1)=[CH:8][CH:7]=[CH:6][CH:5]=2, predict the reactants needed to synthesize it. The reactants are: [NH2:1][C:2]1[C:11]([O:12][CH3:13])=[CH:10][C:9]2[C:4](=[CH:5][CH:6]=[CH:7][CH:8]=2)[CH:3]=1.[C:14]1([N:24]=[C:25]=[O:26])[C:23]2[C:18](=[CH:19][CH:20]=[CH:21][CH:22]=2)[CH:17]=[CH:16][CH:15]=1.